This data is from Reaction yield outcomes from USPTO patents with 853,638 reactions. The task is: Predict the reaction yield, written as a fraction of the theoretical maximum amount of product (1.0 means a 100% yield; for example, 0.34 means a 34% yield). (1) The reactants are O[Li].O.[CH3:4][C@H:5]1[C:13]2[C:12]([N:14]3[CH2:19][CH2:18][N:17]([C:20]([O:22][C:23]([CH3:26])([CH3:25])[CH3:24])=[O:21])[CH2:16][CH2:15]3)=[N:11][CH:10]=[N:9][C:8]=2[C@H:7]([O:27]C(=O)C2C=CC([N+]([O-])=O)=CC=2)[CH2:6]1.C1COCC1. The catalyst is O. The product is [OH:27][C@H:7]1[C:8]2[N:9]=[CH:10][N:11]=[C:12]([N:14]3[CH2:19][CH2:18][N:17]([C:20]([O:22][C:23]([CH3:26])([CH3:25])[CH3:24])=[O:21])[CH2:16][CH2:15]3)[C:13]=2[C@H:5]([CH3:4])[CH2:6]1. The yield is 1.00. (2) The reactants are [F:1][C:2]1[CH:7]=[C:6]([N+:8]([O-:10])=[O:9])[CH:5]=[CH:4][C:3]=1[N:11]1[CH2:16][CH2:15][NH:14][CH2:13][CH2:12]1.[OH-].[Na+].Cl[C:20]([O:22][CH3:23])=[O:21].Cl. The catalyst is O1CCOCC1.CCOC(C)=O. The product is [F:1][C:2]1[CH:7]=[C:6]([N+:8]([O-:10])=[O:9])[CH:5]=[CH:4][C:3]=1[N:11]1[CH2:16][CH2:15][N:14]([C:20]([O:22][CH3:23])=[O:21])[CH2:13][CH2:12]1. The yield is 0.930. (3) The reactants are [N+:1]([C:4]1[CH:13]=[CH:12][CH:11]=[C:10]2[C:5]=1[CH:6]=[CH:7][CH:8]=[C:9]2[NH2:14])([O-])=O.[H][H]. The catalyst is C1(C)C=CC=CC=1.[Pd]. The product is [C:4]1([NH2:1])[C:5]2[CH:6]=[CH:7][CH:8]=[C:9]([NH2:14])[C:10]=2[CH:11]=[CH:12][CH:13]=1. The yield is 0.975. (4) The reactants are [C:1]([O:5][C:6]([NH:8][C:9]1[CH:14]=[CH:13][CH:12]=[CH:11][C:10]=1[OH:15])=[O:7])([CH3:4])([CH3:3])[CH3:2].C(=O)([O-])[O-].[K+].[K+].Br[CH2:23][CH:24](Br)CC. The catalyst is CC(C)=O. The product is [C:1]([O:5][C:6]([N:8]1[C:9]2[CH:14]=[CH:13][CH:12]=[CH:11][C:10]=2[O:15][CH2:24][CH2:23]1)=[O:7])([CH3:4])([CH3:2])[CH3:3]. The yield is 0.820. (5) The reactants are C([O:8][C@@H:9]1[C@@H:40]([O:41]CC2C=CC=CC=2)[C@H:39]([O:49][C@@H:50]2[O:79][C@H:78]([CH3:80])[C@@H:69]([O:70]CC3C=CC=CC=3)[C@H:60]([O:61]CC3C=CC=CC=3)[C@H:51]2[O:52]CC2C=CC=CC=2)[C@@H:38]([CH2:81][O:82]CC2C=CC=CC=2)[O:37][C@@H:10]1[O:11][C@@H:12]1[CH2:16][N:15](C(OCC2C=CC=CC=2)=O)[C@H:14]([CH2:27][O:28]CC2C=CC=CC=2)[C@H:13]1[OH:36])C1C=CC=CC=1.Cl. The catalyst is CO.[OH-].[Pd+2].[OH-].[C]. The product is [C@@H:50]1([O:49][C@@H:39]2[C@@H:38]([CH2:81][OH:82])[O:37][C@H:10]([O:11][C@@H:12]3[CH2:16][NH:15][C@H:14]([CH2:27][OH:28])[C@H:13]3[OH:36])[C@H:9]([OH:8])[C@H:40]2[OH:41])[O:79][C@H:78]([CH3:80])[C@@H:69]([OH:70])[C@H:60]([OH:61])[C@H:51]1[OH:52]. The yield is 0.790.